This data is from Forward reaction prediction with 1.9M reactions from USPTO patents (1976-2016). The task is: Predict the product of the given reaction. (1) Given the reactants C[O:2][C:3]([C@@H:5]1[CH2:9][CH2:8][CH2:7][N:6]1[S:10]([C:13]1[S:17][C:16]([NH:18][C:19]([N:21]([CH2:32][CH:33]2[CH2:37][CH2:36][CH2:35][CH2:34]2)[C:22]2[CH:27]=[CH:26][C:25]([S:28]([CH3:31])(=[O:30])=[O:29])=[CH:24][CH:23]=2)=[O:20])=[N:15][CH:14]=1)(=[O:12])=[O:11])=[O:4].C1(CN(C2C=CC(S(C)(=O)=O)=CC=2)C(=O)NC2SC=C(CC(O)=O)N=2)CCCC1.C1(CNC2C=CC(S(C)(=O)=O)=CC=2)CCCC1.COC([C@@H]1CCCN1S(C1SC(N)=NC=1)(=O)=O)=O, predict the reaction product. The product is: [CH:33]1([CH2:32][N:21]([C:22]2[CH:27]=[CH:26][C:25]([S:28]([CH3:31])(=[O:29])=[O:30])=[CH:24][CH:23]=2)[C:19](=[O:20])[NH:18][C:16]2[S:17][C:13]([S:10]([N:6]3[CH2:7][CH2:8][CH2:9][C@H:5]3[C:3]([OH:4])=[O:2])(=[O:12])=[O:11])=[CH:14][N:15]=2)[CH2:34][CH2:35][CH2:36][CH2:37]1. (2) The product is: [C:43]([O:47][C:23]([NH:20][C@@H:12]1[CH2:13][C@H:11]1[C:9]1[CH:10]=[C:5]([CH:6]=[CH:7][C:8]=1[CH3:17])[C:3]([O:2][CH3:1])=[O:4])=[O:32])([CH3:46])([CH3:45])[CH3:44]. Given the reactants [CH3:1][O:2][C:3]([C:5]1[CH:6]=[CH:7][C:8]([CH3:17])=[C:9]([C@@H:11]2[CH2:13][C@H:12]2C(O)=O)[CH:10]=1)=[O:4].C([N:20]([CH2:23]C)CC)C.C1(P(N=[N+]=[N-])(C2C=CC=CC=2)=[O:32])C=CC=CC=1.O.[C:43]([OH:47])([CH3:46])([CH3:45])[CH3:44], predict the reaction product. (3) Given the reactants [N+:1]1([O-:14])[CH:2]=[CH:3][CH:4]=[C:5]2[C:13]3[C:8](=[CH:9][CH:10]=[CH:11][CH:12]=3)[NH:7][C:6]=12.[CH3:15][O:16]C1C=C2C(C3C=CC=NC=3N2)=CC=1.OO, predict the reaction product. The product is: [CH3:15][O:16][C:10]1[CH:9]=[C:8]2[C:13]([C:5]3[C:6](=[N+:1]([O-:14])[CH:2]=[CH:3][CH:4]=3)[NH:7]2)=[CH:12][CH:11]=1.